Dataset: Reaction yield outcomes from USPTO patents with 853,638 reactions. Task: Predict the reaction yield, written as a fraction of the theoretical maximum amount of product (1.0 means a 100% yield; for example, 0.34 means a 34% yield). (1) The reactants are [CH:1]1[CH2:6][CH2:5][CH2:4][CH:3]([C:7]2[C:15](=[O:16])[N:14]3[C:10]([NH:11][C:12]4[CH:20]=[CH:19][CH:18]=[CH:17][C:13]=43)=[C:9]([C:21]#[N:22])[C:8]=2[CH3:23])[CH:2]=1. The catalyst is [C].[Pd].C(O)C. The product is [CH:3]1([C:7]2[C:15](=[O:16])[N:14]3[C:10]([NH:11][C:12]4[CH:20]=[CH:19][CH:18]=[CH:17][C:13]=43)=[C:9]([C:21]#[N:22])[C:8]=2[CH3:23])[CH2:2][CH2:1][CH2:6][CH2:5][CH2:4]1. The yield is 0.990. (2) The reactants are [CH:1]1[C:10]2[C:5](=[CH:6][CH:7]=[CH:8][CH:9]=2)[CH:4]=[CH:3][C:2]=1[C:11]1[CH:16]=[CH:15][N:14]=[C:13]([N:17]2[CH2:20][CH:19]([CH2:21][NH2:22])[CH2:18]2)[N:12]=1.CCN(C(C)C)C(C)C.Cl[C:33]([O:35][CH3:36])=[O:34].CN(C=O)C. The catalyst is C(Cl)Cl.CO.O. The product is [CH:1]1[C:10]2[C:5](=[CH:6][CH:7]=[CH:8][CH:9]=2)[CH:4]=[CH:3][C:2]=1[C:11]1[CH:16]=[CH:15][N:14]=[C:13]([N:17]2[CH2:20][CH:19]([CH2:21][NH:22][C:33](=[O:34])[O:35][CH3:36])[CH2:18]2)[N:12]=1. The yield is 0.660. (3) The reactants are [Cl:1][C:2]1[N:7]=[C:6](Cl)[CH:5]=[C:4]([Cl:9])[N:3]=1.[NH2:10][C:11]1[CH:15]=[C:14]([CH:16]2[CH2:18][CH2:17]2)[NH:13][N:12]=1.C(N(CC)CC)C. The catalyst is CCO. The product is [CH:16]1([C:14]2[CH:15]=[C:11]([NH:10][C:6]3[CH:5]=[C:4]([Cl:9])[N:3]=[C:2]([Cl:1])[N:7]=3)[NH:12][N:13]=2)[CH2:18][CH2:17]1. The yield is 0.800. (4) The catalyst is C1COCC1. The product is [CH3:2][O:3][CH:4]=[CH:12][CH:14]1[CH2:19][CH2:18][CH2:17][N:16]([C:20]([O:22][C:23]([CH3:24])([CH3:26])[CH3:25])=[O:21])[CH2:15]1. The yield is 0.480. The reactants are [Cl-].[CH3:2][O:3][CH2:4][PH3+].CC(C)([O-])C.[K+].[CH:12]([CH:14]1[CH2:19][CH2:18][CH2:17][N:16]([C:20]([O:22][C:23]([CH3:26])([CH3:25])[CH3:24])=[O:21])[CH2:15]1)=O. (5) The reactants are Br[C:2]1[N:6]2[C:7](=[O:21])[CH:8]=[C:9]([CH2:11][N:12]3[CH:16]=[CH:15][C:14]([C:17]([F:20])([F:19])[F:18])=[N:13]3)[N:10]=[C:5]2[S:4][C:3]=1[CH3:22].[Cu][C:24]#[N:25]. The catalyst is CN(C)C=O. The product is [CH3:22][C:3]1[S:4][C:5]2=[N:10][C:9]([CH2:11][N:12]3[CH:16]=[CH:15][C:14]([C:17]([F:20])([F:19])[F:18])=[N:13]3)=[CH:8][C:7](=[O:21])[N:6]2[C:2]=1[C:24]#[N:25]. The yield is 0.100. (6) The reactants are [CH3:1][C:2]1[S:3][CH:4]=[C:5]([CH2:7][N:8]2[CH2:13][CH2:12][N:11]([C:14](OC(C)(C)C)=O)[CH2:10][CH2:9]2)[N:6]=1.C(O)(C(F)(F)F)=O.ClC1[C:34]([Cl:35])=[CH:33][N:32]=[C:31]([NH2:36])[C:30]=1[N+:37]([O-:39])=[O:38]. The catalyst is C(Cl)Cl. The product is [Cl:35][C:34]1[C:14]([N:11]2[CH2:10][CH2:9][N:8]([CH2:7][C:5]3[N:6]=[C:2]([CH3:1])[S:3][CH:4]=3)[CH2:13][CH2:12]2)=[C:30]([N+:37]([O-:39])=[O:38])[C:31]([NH2:36])=[N:32][CH:33]=1. The yield is 0.440. (7) The product is [F:49][C:48]([F:51])([F:50])[C:46]([OH:52])=[O:47].[NH2:31][C:4]1[NH:5][C:6]([C:7]([NH:9][CH2:10][C:11]2[CH:16]=[CH:15][C:14]([Cl:17])=[C:13]([O:18][C:19]3[CH:24]=[C:23]([CH:25]4[CH2:27][CH2:26]4)[CH:22]=[C:21]([C:28]#[N:29])[CH:20]=3)[C:12]=2[F:30])=[O:8])=[C:2]([Cl:1])[N:3]=1. The yield is 0.420. The catalyst is C(Cl)Cl. The reactants are [Cl:1][C:2]1[N:3]=[C:4]([N:31](C(OC(C)(C)C)=O)C(OC(C)(C)C)=O)[NH:5][C:6]=1[C:7]([NH:9][CH2:10][C:11]1[CH:16]=[CH:15][C:14]([Cl:17])=[C:13]([O:18][C:19]2[CH:24]=[C:23]([CH:25]3[CH2:27][CH2:26]3)[CH:22]=[C:21]([C:28]#[N:29])[CH:20]=2)[C:12]=1[F:30])=[O:8].[C:46]([OH:52])([C:48]([F:51])([F:50])[F:49])=[O:47].